From a dataset of Full USPTO retrosynthesis dataset with 1.9M reactions from patents (1976-2016). Predict the reactants needed to synthesize the given product. (1) Given the product [Cl:16][C:5]1[CH:6]=[N:7][C:8]2[C:13]([C:4]=1[C:1]#[N:2])=[N:12][C:11]([O:14][CH3:15])=[CH:10][CH:9]=2, predict the reactants needed to synthesize it. The reactants are: [C-:1]#[N:2].Br[C:4]1[C:5]([Cl:16])=[CH:6][N:7]=[C:8]2[C:13]=1[N:12]=[C:11]([O:14][CH3:15])[CH:10]=[CH:9]2.[Cl-].[NH4+]. (2) Given the product [CH2:14]([C:12]1[C:11](=[O:16])[NH:10][C:9]([CH3:17])=[C:8]([C:6]2[CH:5]=[CH:4][CH:3]=[C:2]([NH:1][S:28]([C:25]3[CH:24]=[CH:23][C:22]([NH:21][C:18](=[O:20])[CH3:19])=[CH:27][CH:26]=3)(=[O:30])=[O:29])[N:7]=2)[CH:13]=1)[CH3:15], predict the reactants needed to synthesize it. The reactants are: [NH2:1][C:2]1[N:7]=[C:6]([C:8]2[CH:13]=[C:12]([CH2:14][CH3:15])[C:11](=[O:16])[NH:10][C:9]=2[CH3:17])[CH:5]=[CH:4][CH:3]=1.[C:18]([NH:21][C:22]1[CH:27]=[CH:26][C:25]([S:28](Cl)(=[O:30])=[O:29])=[CH:24][CH:23]=1)(=[O:20])[CH3:19]. (3) Given the product [C:16]1([C:29]2[CH:30]=[CH:31][CH:32]=[CH:33][CH:34]=2)[CH:21]=[CH:20][C:19]([C@@:22]([C:25]([O:27][CH3:28])=[O:26])([CH3:24])[NH:23][C:9]([O:11][C:12]([CH3:13])([CH3:14])[CH3:15])=[O:10])=[CH:18][CH:17]=1, predict the reactants needed to synthesize it. The reactants are: [C:9](O[C:9]([O:11][C:12]([CH3:15])([CH3:14])[CH3:13])=[O:10])([O:11][C:12]([CH3:15])([CH3:14])[CH3:13])=[O:10].[C:16]1([C:29]2[CH:34]=[CH:33][CH:32]=[CH:31][CH:30]=2)[CH:21]=[CH:20][C:19]([C@@:22]([C:25]([O:27][CH3:28])=[O:26])([CH3:24])[NH2:23])=[CH:18][CH:17]=1.CCN(CC)CC. (4) Given the product [C:14]([O:18][C:19](=[O:28])[NH:20][C@H:21]1[CH2:22][CH2:23][C@@H:24]([NH:27][C:2]2[CH:11]=[C:10]([NH:12][CH3:13])[C:9]3[C:4](=[CH:5][CH:6]=[CH:7][CH:8]=3)[N:3]=2)[CH2:25][CH2:26]1)([CH3:17])([CH3:15])[CH3:16], predict the reactants needed to synthesize it. The reactants are: Cl[C:2]1[CH:11]=[C:10]([NH:12][CH3:13])[C:9]2[C:4](=[CH:5][CH:6]=[CH:7][CH:8]=2)[N:3]=1.[C:14]([O:18][C:19](=[O:28])[NH:20][C@H:21]1[CH2:26][CH2:25][C@@H:24]([NH2:27])[CH2:23][CH2:22]1)([CH3:17])([CH3:16])[CH3:15].C([O-])(O)=O.[Na+]. (5) Given the product [Cl:26][C:27]1[CH:28]=[C:29]([NH:34][C:35]2[C:44]3[C:39](=[CH:40][C:41]([O:52][CH3:53])=[CH:42][C:43]=3[O:45][CH2:46][C@H:47]3[CH2:51][CH2:50][CH2:49][N:48]3[C:4](=[O:6])[CH2:3][O:2][CH3:1])[N:38]=[CH:37][N:36]=2)[CH:30]=[CH:31][C:32]=1[F:33], predict the reactants needed to synthesize it. The reactants are: [CH3:1][O:2][CH2:3][C:4]([OH:6])=O.O.[Cl-].COC1N=C(OC)N=C([N+]2(C)CCOCC2)N=1.[Cl:26][C:27]1[CH:28]=[C:29]([NH:34][C:35]2[C:44]3[C:39](=[CH:40][C:41]([O:52][CH3:53])=[CH:42][C:43]=3[O:45][CH2:46][C@H:47]3[CH2:51][CH2:50][CH2:49][NH:48]3)[N:38]=[CH:37][N:36]=2)[CH:30]=[CH:31][C:32]=1[F:33]. (6) Given the product [CH2:1]([O:8][C:9](=[O:22])[NH:10][C:11]([CH3:17])([C:18]1[N:21]=[C:23]([CH3:24])[O:20][N:19]=1)[CH2:12][S:13]([CH3:16])(=[O:15])=[O:14])[C:2]1[CH:3]=[CH:4][CH:5]=[CH:6][CH:7]=1, predict the reactants needed to synthesize it. The reactants are: [CH2:1]([O:8][C:9](=[O:22])[NH:10][C:11]([C:18](=[NH:21])[NH:19][OH:20])([CH3:17])[CH2:12][S:13]([CH3:16])(=[O:15])=[O:14])[C:2]1[CH:7]=[CH:6][CH:5]=[CH:4][CH:3]=1.[CH2:23](N(CC)CC)[CH3:24].C(Cl)(=O)C. (7) Given the product [CH3:22][CH:21]([CH3:23])[C@H:20]([NH:24][C:25](=[O:28])[O:26][CH3:27])[C:18]([N:14]1[CH2:15][CH2:16][CH2:17][C@H:13]1[C:10]1[NH:9][CH:8]=[C:12]([C:2]#[C:1][Si:3]([CH3:6])([CH3:5])[CH3:4])[N:11]=1)=[O:19], predict the reactants needed to synthesize it. The reactants are: [C:1]([Si:3]([CH3:6])([CH3:5])[CH3:4])#[CH:2].I[C:8]1[N:9]=[C:10]([C@@H:13]2[CH2:17][CH2:16][CH2:15][N:14]2[C:18]([C@@H:20]([NH:24][C:25](=[O:28])[O:26][CH3:27])[CH:21]([CH3:23])[CH3:22])=[O:19])[NH:11][CH:12]=1.